This data is from Rat liver microsome stability data. The task is: Regression/Classification. Given a drug SMILES string, predict its absorption, distribution, metabolism, or excretion properties. Task type varies by dataset: regression for continuous measurements (e.g., permeability, clearance, half-life) or binary classification for categorical outcomes (e.g., BBB penetration, CYP inhibition). Dataset: rlm. (1) The drug is Cc1cnc2c(C(F)(F)F)cccc2c1-c1cccc(-c2cccc(S(C)(=O)=O)c2)c1. The result is 0 (unstable in rat liver microsomes). (2) The compound is COc1ccc(-n2nc(C3CCN(S(=O)(=O)c4c(C)noc4C)CC3)nc2O)cc1. The result is 1 (stable in rat liver microsomes). (3) The drug is CCc1ccccc1Nc1ncnc2c1cnn2-c1ccc(Cl)cc1. The result is 1 (stable in rat liver microsomes). (4) The drug is COC(=O)c1ccc(Oc2nc3c(c(=O)n(C)c(=O)n3C)n2CCC(C)C)cc1. The result is 1 (stable in rat liver microsomes). (5) The drug is Cc1ccc(C)n1-c1cccc(C(=O)O)c1. The result is 1 (stable in rat liver microsomes).